Dataset: Full USPTO retrosynthesis dataset with 1.9M reactions from patents (1976-2016). Task: Predict the reactants needed to synthesize the given product. (1) Given the product [OH:1]/[N:2]=[C:3]1\[CH2:4][CH2:5][C:6]2[C:11]\1=[CH:10][CH:9]=[C:8]([NH:12][C:13]1[C:21]3[C:16](=[CH:17][N:18]=[CH:19][CH:20]=3)[O:15][C:14]=1[C:22]([O:24][CH3:25])=[O:23])[CH:7]=2, predict the reactants needed to synthesize it. The reactants are: [OH:1]/[N:2]=[C:3]1\[CH2:4][CH2:5][C:6]2[C:11]\1=[CH:10][CH:9]=[C:8]([NH:12][C:13]1[C:21]3[C:16](=[CH:17][N:18]=[CH:19][CH:20]=3)[O:15][C:14]=1[C:22]([O:24][CH2:25]C)=[O:23])[CH:7]=2. (2) Given the product [Cl:5][C:6]1[C:10]([CH3:11])=[CH:9][S:8][C:7]=1[C:12]1([C:17]([NH:19][NH:20][C:3](=[S:4])[NH:2][CH3:1])=[O:18])[CH2:16][CH2:15][CH2:14][CH2:13]1, predict the reactants needed to synthesize it. The reactants are: [CH3:1][N:2]=[C:3]=[S:4].[Cl:5][C:6]1[C:10]([CH3:11])=[CH:9][S:8][C:7]=1[C:12]1([C:17]([NH:19][NH2:20])=[O:18])[CH2:16][CH2:15][CH2:14][CH2:13]1.